From a dataset of Forward reaction prediction with 1.9M reactions from USPTO patents (1976-2016). Predict the product of the given reaction. (1) Given the reactants [C:1]([O:5][C:6]([NH:8][C@H:9]([CH2:31][C:32]1[CH:37]=[CH:36][C:35]([Cl:38])=[CH:34][CH:33]=1)[C:10]([N:12]1[CH2:17][CH2:16][N:15]([C:18]2[C:23]([C:24]([O:26]C)=[O:25])=[CH:22][N:21]=[C:20]3[NH:28][CH:29]=[CH:30][C:19]=23)[CH2:14][CH2:13]1)=[O:11])=[O:7])([CH3:4])([CH3:3])[CH3:2].C1COCC1.[Li+].[OH-], predict the reaction product. The product is: [C:1]([O:5][C:6]([NH:8][C@H:9]([CH2:31][C:32]1[CH:33]=[CH:34][C:35]([Cl:38])=[CH:36][CH:37]=1)[C:10]([N:12]1[CH2:13][CH2:14][N:15]([C:18]2[C:23]([C:24]([OH:26])=[O:25])=[CH:22][N:21]=[C:20]3[NH:28][CH:29]=[CH:30][C:19]=23)[CH2:16][CH2:17]1)=[O:11])=[O:7])([CH3:4])([CH3:2])[CH3:3]. (2) Given the reactants CON(C)[C:4](=[O:24])[C:5]1[CH:10]=[CH:9][C:8]([C:11]2[C:16]([C:17]([F:20])([F:19])[F:18])=[CH:15][CH:14]=[CH:13][N:12]=2)=[CH:7][C:6]=1[N+:21]([O-:23])=[O:22].[CH3:26][Mg]I.Cl, predict the reaction product. The product is: [N+:21]([C:6]1[CH:7]=[C:8]([C:11]2[C:16]([C:17]([F:18])([F:20])[F:19])=[CH:15][CH:14]=[CH:13][N:12]=2)[CH:9]=[CH:10][C:5]=1[C:4](=[O:24])[CH3:26])([O-:23])=[O:22].